This data is from Forward reaction prediction with 1.9M reactions from USPTO patents (1976-2016). The task is: Predict the product of the given reaction. (1) Given the reactants [Br:1][C:2]1[CH:9]=[CH:8][C:7]([CH:10]=[O:11])=[CH:6][C:3]=1[C:4]#[N:5].[BH4-].[Na+], predict the reaction product. The product is: [Br:1][C:2]1[CH:9]=[CH:8][C:7]([CH2:10][OH:11])=[CH:6][C:3]=1[C:4]#[N:5]. (2) The product is: [C:34]([C:32]1[C:31](=[O:40])[NH:30][C:29](=[O:41])[N:28]([CH:4]2[CH2:3][CH:2]([OH:1])[CH:6]([CH2:7][O:8][C:9]([C:22]3[CH:27]=[CH:26][CH:25]=[CH:24][CH:23]=3)([C:10]3[CH:11]=[CH:12][CH:13]=[CH:14][CH:15]=3)[C:16]3[CH:21]=[CH:20][CH:19]=[CH:18][CH:17]=3)[O:5]2)[CH:33]=1)#[CH:35]. Given the reactants [OH:1][CH:2]1[CH:6]([CH2:7][O:8][C:9]([C:22]2[CH:27]=[CH:26][CH:25]=[CH:24][CH:23]=2)([C:16]2[CH:21]=[CH:20][CH:19]=[CH:18][CH:17]=2)[C:10]2[CH:15]=[CH:14][CH:13]=[CH:12][CH:11]=2)[O:5][CH:4]([N:28]2[CH:33]=[C:32]([C:34]#[C:35][Si](C)(C)C)[C:31](=[O:40])[NH:30][C:29]2=[O:41])[CH2:3]1.CCCC[N+](CCCC)(CCCC)CCCC.[F-], predict the reaction product. (3) Given the reactants [F:1][C:2]1[CH:7]=[CH:6][C:5]([CH2:8][C:9]2[CH:18]=[C:17]3[C:12]([C:13]([OH:34])=[C:14]([C:29](OCC)=[O:30])[C:15](=[O:28])[N:16]3[CH2:19][CH2:20][N:21]3[CH2:26][CH2:25][CH2:24][CH2:23][C:22]3=[O:27])=[N:11][CH:10]=2)=[CH:4][CH:3]=1.[NH2:35][C@H:36]([CH2:39][CH:40]([CH3:42])[CH3:41])[CH2:37][OH:38].OS([O-])(=O)=O.[Na+], predict the reaction product. The product is: [F:1][C:2]1[CH:7]=[CH:6][C:5]([CH2:8][C:9]2[CH:18]=[C:17]3[C:12]([C:13]([OH:34])=[C:14]([C:29]([NH:35][C@@H:36]([CH2:37][OH:38])[CH2:39][CH:40]([CH3:42])[CH3:41])=[O:30])[C:15](=[O:28])[N:16]3[CH2:19][CH2:20][N:21]3[CH2:26][CH2:25][CH2:24][CH2:23][C:22]3=[O:27])=[N:11][CH:10]=2)=[CH:4][CH:3]=1. (4) Given the reactants C(O[C:6](=O)[N:7]([CH2:9][CH2:10][CH:11]([C:13]1[CH:18]=[CH:17][C:16]([N:19]([C:21]2[CH:26]=[CH:25][C:24]([O:27]CC3C=CC=CC=3)=[CH:23][CH:22]=2)[CH3:20])=[CH:15][CH:14]=1)[CH3:12])[CH3:8])(C)(C)C.[H-].[H-].[H-].[H-].[Li+].[Al+3], predict the reaction product. The product is: [CH3:8][N:7]([CH3:6])[CH2:9][CH2:10][CH:11]([C:13]1[CH:18]=[CH:17][C:16]([N:19]([CH3:20])[C:21]2[CH:22]=[CH:23][C:24]([OH:27])=[CH:25][CH:26]=2)=[CH:15][CH:14]=1)[CH3:12]. (5) Given the reactants [C:1]([O:5][C:6]([N:8]1[CH2:11][CH:10]([NH:12][C:13]2[CH:18]=[C:17]([F:19])[CH:16]=[CH:15][C:14]=2[NH:20][C:21](=O)[C@@H:22]([NH:24][C:25]([O:27][CH2:28][C:29]2[CH:34]=[CH:33][CH:32]=[CH:31][CH:30]=2)=[O:26])[CH3:23])[CH2:9]1)=[O:7])([CH3:4])([CH3:3])[CH3:2], predict the reaction product. The product is: [C:1]([O:5][C:6]([N:8]1[CH2:11][CH:10]([N:12]2[C:13]3[CH:18]=[C:17]([F:19])[CH:16]=[CH:15][C:14]=3[N:20]=[C:21]2[C@@H:22]([NH:24][C:25]([O:27][CH2:28][C:29]2[CH:34]=[CH:33][CH:32]=[CH:31][CH:30]=2)=[O:26])[CH3:23])[CH2:9]1)=[O:7])([CH3:4])([CH3:3])[CH3:2]. (6) Given the reactants [N+:1]([O-:4])(O)=[O:2].[OH:5][C:6]1[CH:13]=[CH:12][C:9]([CH:10]=[O:11])=[CH:8][C:7]=1[O:14][CH3:15], predict the reaction product. The product is: [OH:5][C:6]1[C:13]([N+:1]([O-:4])=[O:2])=[CH:12][C:9]([CH:10]=[O:11])=[CH:8][C:7]=1[O:14][CH3:15]. (7) The product is: [F:34][C:23]([F:22])([S:30]([O-:33])(=[O:31])=[O:32])[CH:24]([OH:29])[C:25]([F:26])([F:28])[F:27].[F:2][C:3]1[CH:8]=[CH:7][C:6]([S+:9]([C:16]2[CH:17]=[CH:18][CH:19]=[CH:20][CH:21]=2)[C:10]2[CH:15]=[CH:14][CH:13]=[CH:12][CH:11]=2)=[CH:5][CH:4]=1. Given the reactants [Cl-].[F:2][C:3]1[CH:8]=[CH:7][C:6]([S+:9]([C:16]2[CH:21]=[CH:20][CH:19]=[CH:18][CH:17]=2)[C:10]2[CH:15]=[CH:14][CH:13]=[CH:12][CH:11]=2)=[CH:5][CH:4]=1.[F:22][C:23]([F:34])([S:30]([O-:33])(=[O:32])=[O:31])[CH:24]([OH:29])[C:25]([F:28])([F:27])[F:26].[Na+], predict the reaction product.